From a dataset of Forward reaction prediction with 1.9M reactions from USPTO patents (1976-2016). Predict the product of the given reaction. Given the reactants [NH2:1][C:2]1[C:7]([C:8]([O-:10])=[O:9])=[CH:6][N:5]=[C:4]([S:11][CH3:12])[N:3]=1.[OH-].[Li+], predict the reaction product. The product is: [NH2:1][C:2]1[C:7]([C:8]([OH:10])=[O:9])=[CH:6][N:5]=[C:4]([S:11][CH3:12])[N:3]=1.